From a dataset of Catalyst prediction with 721,799 reactions and 888 catalyst types from USPTO. Predict which catalyst facilitates the given reaction. (1) Reactant: Br[C:2]1[C:3]2[C:10]([C:11]3[CH:16]=[CH:15][CH:14]=[CH:13][CH:12]=3)=[C:9]([C:17]3[CH:22]=[CH:21][CH:20]=[CH:19][CH:18]=3)[O:8][C:4]=2[N:5]=[CH:6][N:7]=1.[O:23]1[CH2:27][CH2:26][CH2:25][C@H:24]1NC.C[CH2:31][N:32](C(C)C)C(C)C. Product: [C:11]1([C:10]2[C:3]3[C:2]([NH:32][CH2:31][C@@H:24]4[CH2:25][CH2:26][CH2:27][O:23]4)=[N:7][CH:6]=[N:5][C:4]=3[O:8][C:9]=2[C:17]2[CH:22]=[CH:21][CH:20]=[CH:19][CH:18]=2)[CH:16]=[CH:15][CH:14]=[CH:13][CH:12]=1. The catalyst class is: 51. (2) Reactant: [ClH:1].O1CCOCC1.OC(C(F)(F)F)=O.[F:15][C:16]1[CH:48]=[CH:47][C:19]2[N:20]=[C:21]([NH:23][C:24]([N:26]3[CH2:31][CH2:30][N:29](C(OC(C)(C)C)=O)[CH2:28][CH:27]3[CH2:39][O:40][C:41]3[CH:42]=[N:43][CH:44]=[CH:45][CH:46]=3)=[O:25])[S:22][C:18]=2[CH:17]=1. Product: [ClH:1].[ClH:1].[F:15][C:16]1[CH:48]=[CH:47][C:19]2[N:20]=[C:21]([NH:23][C:24]([N:26]3[CH2:31][CH2:30][NH:29][CH2:28][CH:27]3[CH2:39][O:40][C:41]3[CH:42]=[N:43][CH:44]=[CH:45][CH:46]=3)=[O:25])[S:22][C:18]=2[CH:17]=1. The catalyst class is: 5.